This data is from Forward reaction prediction with 1.9M reactions from USPTO patents (1976-2016). The task is: Predict the product of the given reaction. (1) Given the reactants [OH-].[Na+].[O:3]1[C:7]2[CH:8]=[CH:9][C:10]([CH:12]([C:17]3[C:25]4[C:20](=[CH:21][CH:22]=[C:23]([Br:26])[CH:24]=4)[N:19]([CH3:27])[CH:18]=3)[C:13]([O:15]C)=[O:14])=[CH:11][C:6]=2[O:5][CH2:4]1.CO, predict the reaction product. The product is: [O:3]1[C:7]2[CH:8]=[CH:9][C:10]([CH:12]([C:17]3[C:25]4[C:20](=[CH:21][CH:22]=[C:23]([Br:26])[CH:24]=4)[N:19]([CH3:27])[CH:18]=3)[C:13]([OH:15])=[O:14])=[CH:11][C:6]=2[O:5][CH2:4]1. (2) Given the reactants [F:1][C:2]1[CH:3]=[C:4]([C:8]#[C:9][C@@H:10]2[CH2:14][CH2:13][CH2:12][N:11]2[C:15]([O:17][C:18]([CH3:21])([CH3:20])[CH3:19])=[O:16])[CH:5]=[CH:6][CH:7]=1, predict the reaction product. The product is: [F:1][C:2]1[CH:3]=[C:4]([CH2:8][CH2:9][C@@H:10]2[CH2:14][CH2:13][CH2:12][N:11]2[C:15]([O:17][C:18]([CH3:21])([CH3:20])[CH3:19])=[O:16])[CH:5]=[CH:6][CH:7]=1. (3) Given the reactants [OH:1][C:2]1[CH:3]=[C:4]([CH:9]=[C:10]([N+:12]([O-:14])=[O:13])[CH:11]=1)[C:5]([O:7][CH3:8])=[O:6].Br[CH2:16][CH:17]1[CH2:19][CH2:18]1.C([O-])([O-])=O.[K+].[K+], predict the reaction product. The product is: [CH:17]1([CH2:16][O:1][C:2]2[CH:3]=[C:4]([CH:9]=[C:10]([N+:12]([O-:14])=[O:13])[CH:11]=2)[C:5]([O:7][CH3:8])=[O:6])[CH2:19][CH2:18]1. (4) Given the reactants C1N=CN([C:6]([N:8]2C=N[CH:10]=[CH:9]2)=[O:7])C=1.[CH3:13][N:14]([CH2:16][CH2:17][OH:18])[CH3:15].Cl.NCC1[CH:31]=[CH:30][C:25]([C:26]([O:28][CH3:29])=[O:27])=[CH:24][CH:23]=1, predict the reaction product. The product is: [CH3:13][N:14]([CH3:15])[CH2:16][CH2:17][O:18][C:6]([NH:8][CH2:9][C:10]1[CH:31]=[CH:30][C:25]([C:26]([O:28][CH3:29])=[O:27])=[CH:24][CH:23]=1)=[O:7]. (5) Given the reactants [CH2:1]([O:3][C:4]([C:6]1[S:10][C:9]([C:11]2[CH:16]=[CH:15][C:14]([O:17]C)=[CH:13][CH:12]=2)=[N:8][C:7]=1[CH3:19])=[O:5])[CH3:2].B(Br)(Br)Br, predict the reaction product. The product is: [CH2:1]([O:3][C:4]([C:6]1[S:10][C:9]([C:11]2[CH:12]=[CH:13][C:14]([OH:17])=[CH:15][CH:16]=2)=[N:8][C:7]=1[CH3:19])=[O:5])[CH3:2]. (6) Given the reactants [O:1]([C:8]1[CH:14]=[CH:13][C:11]([NH2:12])=[CH:10][CH:9]=1)[C:2]1[CH:7]=[CH:6][CH:5]=[CH:4][CH:3]=1.Cl.N1C=CC=CC=1.[Br:22][CH:23]1[S:31][C:30]2[C:25]([N:26](Cl)[CH:27]=[C:28]([C:32]#[N:33])[CH:29]=2)=[CH:24]1.C(OCC)C, predict the reaction product. The product is: [Br:22][C:23]1[S:31][C:30]2[C:25](=[N:26][CH:27]=[C:28]([C:32]#[N:33])[C:29]=2[NH:12][C:11]2[CH:10]=[CH:9][C:8]([O:1][C:2]3[CH:3]=[CH:4][CH:5]=[CH:6][CH:7]=3)=[CH:14][CH:13]=2)[CH:24]=1. (7) Given the reactants [Cl:1][C:2]1[CH:3]=[C:4]([C:8]2[C:13]3[N:14]=[C:15]([CH3:17])[O:16][C:12]=3[CH:11]=[C:10]([CH2:18]O)[CH:9]=2)[CH:5]=[CH:6][CH:7]=1.C1(P(C2C=CC=CC=2)C2C=CC=CC=2)C=CC=CC=1.C1C(=O)N([Br:46])C(=O)C1, predict the reaction product. The product is: [Br:46][CH2:18][C:10]1[CH:9]=[C:8]([C:4]2[CH:5]=[CH:6][CH:7]=[C:2]([Cl:1])[CH:3]=2)[C:13]2[N:14]=[C:15]([CH3:17])[O:16][C:12]=2[CH:11]=1. (8) Given the reactants C[O:2][C:3]([C:5]1[S:6][C:7]([C:11](=[O:24])[NH:12][CH2:13][C:14]2[CH:22]=[CH:21][CH:20]=[C:19]3[C:15]=2[CH2:16][C:17](=[O:23])[NH:18]3)=[CH:8][C:9]=1[CH3:10])=[O:4].O[Li].O, predict the reaction product. The product is: [CH3:10][C:9]1[CH:8]=[C:7]([C:11](=[O:24])[NH:12][CH2:13][C:14]2[CH:22]=[CH:21][CH:20]=[C:19]3[C:15]=2[CH2:16][C:17](=[O:23])[NH:18]3)[S:6][C:5]=1[C:3]([OH:4])=[O:2]. (9) Given the reactants [CH3:1][C:2]1([CH3:12])[N:7]([O])[C:6]([CH3:10])([CH3:9])[CH2:5][CH:4]([OH:11])[CH2:3]1.[CH:13]1([C:16](O)=[O:17])[CH2:15][CH2:14]1.C1CCC(N=C=NC2CCCCC2)CC1.C(OCC)(=[O:36])C, predict the reaction product. The product is: [OH:36][N:7]1[C:2]([CH3:12])([CH3:1])[CH2:3][CH:4]([O:11][C:16]([CH:13]2[CH2:15][CH2:14]2)=[O:17])[CH2:5][C:6]1([CH3:10])[CH3:9]. (10) Given the reactants [Cl:1][C:2]1[C:7]([Cl:8])=[CH:6][C:5]([NH:9][CH:10]2[CH2:15][CH2:14][N:13]([CH:16]3[CH2:21][CH2:20][O:19][CH2:18][CH2:17]3)[CH2:12][CH2:11]2)=[C:4]([N+:22]([O-])=O)[CH:3]=1.O.NN, predict the reaction product. The product is: [Cl:1][C:2]1[C:7]([Cl:8])=[CH:6][C:5]([NH:9][CH:10]2[CH2:15][CH2:14][N:13]([CH:16]3[CH2:17][CH2:18][O:19][CH2:20][CH2:21]3)[CH2:12][CH2:11]2)=[C:4]([NH2:22])[CH:3]=1.